Dataset: Merck oncology drug combination screen with 23,052 pairs across 39 cell lines. Task: Regression. Given two drug SMILES strings and cell line genomic features, predict the synergy score measuring deviation from expected non-interaction effect. (1) Drug 1: Cc1nc(Nc2ncc(C(=O)Nc3c(C)cccc3Cl)s2)cc(N2CCN(CCO)CC2)n1. Drug 2: CCc1c2c(nc3ccc(O)cc13)-c1cc3c(c(=O)n1C2)COC(=O)C3(O)CC. Cell line: SKOV3. Synergy scores: synergy=4.81. (2) Drug 2: CS(=O)(=O)CCNCc1ccc(-c2ccc3ncnc(Nc4ccc(OCc5cccc(F)c5)c(Cl)c4)c3c2)o1. Cell line: NCIH1650. Drug 1: CN(C)C(=N)N=C(N)N. Synergy scores: synergy=-9.45. (3) Drug 1: NC(=O)c1cccc2cn(-c3ccc(C4CCCNC4)cc3)nc12. Drug 2: COC1CC2CCC(C)C(O)(O2)C(=O)C(=O)N2CCCCC2C(=O)OC(C(C)CC2CCC(OP(C)(C)=O)C(OC)C2)CC(=O)C(C)C=C(C)C(O)C(OC)C(=O)C(C)CC(C)C=CC=CC=C1C. Cell line: OV90. Synergy scores: synergy=14.0.